This data is from Catalyst prediction with 721,799 reactions and 888 catalyst types from USPTO. The task is: Predict which catalyst facilitates the given reaction. Reactant: [Cl:1][S:2]([C:5]1[CH:6]=[C:7]([CH:11]=[CH:12][C:13]=1[F:14])[C:8](O)=[O:9])(=[O:4])=[O:3].C(Cl)(=O)C([Cl:18])=O. Product: [Cl:1][S:2]([C:5]1[CH:6]=[C:7]([CH:11]=[CH:12][C:13]=1[F:14])[C:8]([Cl:18])=[O:9])(=[O:4])=[O:3]. The catalyst class is: 59.